This data is from Catalyst prediction with 721,799 reactions and 888 catalyst types from USPTO. The task is: Predict which catalyst facilitates the given reaction. (1) Reactant: [CH2:1]([N:5]([CH:29]1[CH2:34][CH2:33][O:32][CH2:31][CH2:30]1)[C:6]1[C:7]([O:27][CH3:28])=[N:8][N:9]2[C:13]([C:14]3[C:19]([O:20][CH3:21])=[CH:18][C:17]([CH2:22][O:23][CH3:24])=[CH:16][C:15]=3[O:25][CH3:26])=[CH:12][S:11][C:10]=12)[CH2:2][CH2:3][CH3:4].[BrH:35]. Product: [BrH:35].[CH2:1]([N:5]([CH:29]1[CH2:30][CH2:31][O:32][CH2:33][CH2:34]1)[C:6]1[C:7]([O:27][CH3:28])=[N:8][N:9]2[C:13]([C:14]3[C:15]([O:25][CH3:26])=[CH:16][C:17]([CH2:22][O:23][CH3:24])=[CH:18][C:19]=3[O:20][CH3:21])=[CH:12][S:11][C:10]=12)[CH2:2][CH2:3][CH3:4]. The catalyst class is: 5. (2) Reactant: Cl[C:2]([O:4][CH2:5][C:6]1[CH:11]=[CH:10][CH:9]=[CH:8][CH:7]=1)=[O:3].Cl.[NH2:13][C@H:14]1[CH2:19][CH2:18][N:17]([C:20]([O:22][CH2:23][CH3:24])=[O:21])[CH2:16][C@H:15]1[O:25][CH3:26]. Product: [CH2:5]([O:4][C:2]([NH:13][C@H:14]1[CH2:19][CH2:18][N:17]([C:20]([O:22][CH2:23][CH3:24])=[O:21])[CH2:16][C@H:15]1[O:25][CH3:26])=[O:3])[C:6]1[CH:11]=[CH:10][CH:9]=[CH:8][CH:7]=1. The catalyst class is: 250. (3) Reactant: [CH2:1]([N:3]([CH2:11][C:12]1[N:13]=[C:14]2[S:21][C:20]([CH3:22])=[C:19]([CH2:23][OH:24])[N:15]2[C:16](=[O:18])[CH:17]=1)[C:4]1[CH:9]=[CH:8][C:7]([F:10])=[CH:6][CH:5]=1)[CH3:2].[H-].[Na+].I[CH3:28]. Product: [CH2:1]([N:3]([CH2:11][C:12]1[N:13]=[C:14]2[S:21][C:20]([CH3:22])=[C:19]([CH2:23][O:24][CH3:28])[N:15]2[C:16](=[O:18])[CH:17]=1)[C:4]1[CH:5]=[CH:6][C:7]([F:10])=[CH:8][CH:9]=1)[CH3:2]. The catalyst class is: 7. (4) Reactant: [CH3:1][CH2:2][N:3]([CH2:6][CH2:7][NH:8][C:9]([C:11]1[C:12]([CH3:29])=[C:13](/[CH:17]=[C:18]2/[C:19]3[CH:20]=[C:21]([F:28])[CH:22]=[CH:23][C:24]=3[NH:25][C:26]/2=[O:27])[NH:14][C:15]=1[CH3:16])=[O:10])[CH2:4][CH3:5].[P:30](=[O:34])([OH:33])([OH:32])[OH:31]. Product: [CH3:1][CH2:2][N:3]([CH2:6][CH2:7][NH:8][C:9]([C:11]1[C:12]([CH3:29])=[C:13](/[CH:17]=[C:18]2/[C:19]3[CH:20]=[C:21]([F:28])[CH:22]=[CH:23][C:24]=3[NH:25][C:26]/2=[O:27])[NH:14][C:15]=1[CH3:16])=[O:10])[CH2:4][CH3:5].[P:30]([O-:34])([O-:33])([O-:32])=[O:31]. The catalyst class is: 5. (5) Reactant: [N+:1]([C:4]1[CH:9]=[CH:8][N:7]=[C:6]([CH2:10][O:11]C(=O)C)[CH:5]=1)([O-:3])=[O:2].[OH-].[Na+]. Product: [N+:1]([C:4]1[CH:9]=[CH:8][N:7]=[C:6]([CH2:10][OH:11])[CH:5]=1)([O-:3])=[O:2]. The catalyst class is: 5. (6) Reactant: [N+:1]([C:4]1[CH:5]=[C:6]([CH:9]=[CH:10][CH:11]=1)[CH2:7]Br)([O-:3])=[O:2].[P:12]([O:19]CC)([O:16][CH2:17][CH3:18])[O:13][CH2:14][CH3:15]. Product: [N+:1]([C:4]1[CH:5]=[C:6]([CH:9]=[CH:10][CH:11]=1)[CH2:7][P:12](=[O:19])([O:16][CH2:17][CH3:18])[O:13][CH2:14][CH3:15])([O-:3])=[O:2]. The catalyst class is: 11. (7) Reactant: CO[C:3]([C:5]1[C:6]([C:15]2[CH:20]=[C:19]([Cl:21])[CH:18]=[C:17]([Cl:22])[CH:16]=2)=[N:7][C:8]([S:13][CH3:14])=[N:9][C:10]=1[CH2:11][CH3:12])=[O:4].O.[OH-].[Li+]. Product: [Cl:22][C:17]1[CH:16]=[C:15]([C:6]2[C:5]([C:3]([NH:9][CH2:10][CH2:5][CH2:6][C:15]3[CH:20]=[CH:19][CH:18]=[CH:17][CH:16]=3)=[O:4])=[C:10]([CH2:11][CH3:12])[N:9]=[C:8]([S:13][CH3:14])[N:7]=2)[CH:20]=[C:19]([Cl:21])[CH:18]=1. The catalyst class is: 299. (8) Reactant: [F:1][C:2]1[CH:7]=[CH:6][C:5]([C:8](=[CH:12][C:13]2[CH:18]=[CH:17][C:16](/[CH:19]=[CH:20]/[C:21]([O:23][CH3:24])=[O:22])=[CH:15][CH:14]=2)[C:9](O)=[O:10])=[CH:4][CH:3]=1.[CH:25]1([NH2:28])[CH2:27][CH2:26]1.CCN=C=NCCCN(C)C.C1C=CC2N(O)N=NC=2C=1.C(N(CC)CC)C. Product: [CH:25]1([NH:28][C:9](=[O:10])[C:8]([C:5]2[CH:4]=[CH:3][C:2]([F:1])=[CH:7][CH:6]=2)=[CH:12][C:13]2[CH:14]=[CH:15][C:16](/[CH:19]=[CH:20]/[C:21]([O:23][CH3:24])=[O:22])=[CH:17][CH:18]=2)[CH2:27][CH2:26]1. The catalyst class is: 42. (9) Reactant: FC(F)(F)C1[CH:8]=[CH:7][N:6]=[C:5]([N:9]2[C@@H:16]3[C@@H:11]([CH2:12][CH2:13][NH:14][CH2:15]3)[CH2:10]2)N=1.ClC1N=C(C(F)(F)F)[CH:23]=[CH:22][N:21]=1.C([O-])([O-])=O.[K+].[K+].CCN(C(C)C)C(C)C. Product: [CH3:23][C:22]1[C:5]([N:9]2[C@@H:16]3[C@@H:11]([CH2:12][CH2:13][NH:14][CH2:15]3)[CH2:10]2)=[N:6][CH:7]=[CH:8][N:21]=1. The catalyst class is: 444. (10) Reactant: Br[C:2]1[C:9]([O:10][CH3:11])=[CH:8][C:7]([F:12])=[CH:6][C:3]=1[C:4]#[N:5].[CH3:13]B(O)O.[O-]P([O-])([O-])=O.[K+].[K+].[K+]. Product: [F:12][C:7]1[CH:8]=[C:9]([O:10][CH3:11])[C:2]([CH3:13])=[C:3]([CH:6]=1)[C:4]#[N:5]. The catalyst class is: 117.